From a dataset of HIV replication inhibition screening data with 41,000+ compounds from the AIDS Antiviral Screen. Binary Classification. Given a drug SMILES string, predict its activity (active/inactive) in a high-throughput screening assay against a specified biological target. (1) The compound is c1c[nH]c(Cc2ncc(Cc3cnc[nH]3)[nH]2)n1. The result is 0 (inactive). (2) The drug is CCC(C)C(=CC(=O)O)C(=O)O. The result is 0 (inactive). (3) The molecule is N#CC(C#N)=Cc1ccccc1O. The result is 0 (inactive). (4) The molecule is Cc1c(C#N)c2n(c1C)CCN2. The result is 0 (inactive).